From a dataset of NCI-60 drug combinations with 297,098 pairs across 59 cell lines. Regression. Given two drug SMILES strings and cell line genomic features, predict the synergy score measuring deviation from expected non-interaction effect. (1) Drug 1: CCC(=C(C1=CC=CC=C1)C2=CC=C(C=C2)OCCN(C)C)C3=CC=CC=C3.C(C(=O)O)C(CC(=O)O)(C(=O)O)O. Drug 2: COC1=C2C(=CC3=C1OC=C3)C=CC(=O)O2. Cell line: SK-OV-3. Synergy scores: CSS=0.511, Synergy_ZIP=-0.388, Synergy_Bliss=-0.368, Synergy_Loewe=-3.13, Synergy_HSA=-1.53. (2) Drug 1: CCC1=CC2CC(C3=C(CN(C2)C1)C4=CC=CC=C4N3)(C5=C(C=C6C(=C5)C78CCN9C7C(C=CC9)(C(C(C8N6C)(C(=O)OC)O)OC(=O)C)CC)OC)C(=O)OC. Drug 2: COCCOC1=C(C=C2C(=C1)C(=NC=N2)NC3=CC=CC(=C3)C#C)OCCOC. Cell line: OVCAR3. Synergy scores: CSS=60.0, Synergy_ZIP=0.977, Synergy_Bliss=0.393, Synergy_Loewe=0.307, Synergy_HSA=2.68. (3) Drug 1: C(CC(=O)O)C(=O)CN.Cl. Drug 2: CC(C)NC(=O)C1=CC=C(C=C1)CNNC.Cl. Cell line: IGROV1. Synergy scores: CSS=0.0315, Synergy_ZIP=0.0424, Synergy_Bliss=0.169, Synergy_Loewe=-0.404, Synergy_HSA=-2.46. (4) Cell line: MCF7. Drug 1: CC12CCC(CC1=CCC3C2CCC4(C3CC=C4C5=CN=CC=C5)C)O. Drug 2: CCC1(CC2CC(C3=C(CCN(C2)C1)C4=CC=CC=C4N3)(C5=C(C=C6C(=C5)C78CCN9C7C(C=CC9)(C(C(C8N6C)(C(=O)OC)O)OC(=O)C)CC)OC)C(=O)OC)O.OS(=O)(=O)O. Synergy scores: CSS=41.2, Synergy_ZIP=8.25, Synergy_Bliss=9.45, Synergy_Loewe=-1.36, Synergy_HSA=9.70. (5) Drug 1: CN1C(=O)N2C=NC(=C2N=N1)C(=O)N. Drug 2: C1C(C(OC1N2C=NC3=C2NC=NCC3O)CO)O. Cell line: NCI-H522. Synergy scores: CSS=1.20, Synergy_ZIP=-1.22, Synergy_Bliss=0.170, Synergy_Loewe=-1.77, Synergy_HSA=-1.42. (6) Drug 1: COC1=CC(=CC(=C1O)OC)C2C3C(COC3=O)C(C4=CC5=C(C=C24)OCO5)OC6C(C(C7C(O6)COC(O7)C8=CC=CS8)O)O. Drug 2: CCC1=C2CN3C(=CC4=C(C3=O)COC(=O)C4(CC)O)C2=NC5=C1C=C(C=C5)O. Cell line: OVCAR-4. Synergy scores: CSS=7.42, Synergy_ZIP=-3.58, Synergy_Bliss=-1.53, Synergy_Loewe=-1.01, Synergy_HSA=-0.961.